This data is from Forward reaction prediction with 1.9M reactions from USPTO patents (1976-2016). The task is: Predict the product of the given reaction. (1) Given the reactants [F:1][C:2]1[CH:3]=[C:4]([OH:8])[CH:5]=[CH:6][CH:7]=1.Br[CH2:10][CH2:11][CH2:12][C:13]([O:15][CH2:16][CH3:17])=[O:14].C([O-])([O-])=O.[Cs+].[Cs+].O, predict the reaction product. The product is: [F:1][C:2]1[CH:3]=[C:4]([CH:5]=[CH:6][CH:7]=1)[O:8][CH2:10][CH2:11][CH2:12][C:13]([O:15][CH2:16][CH3:17])=[O:14]. (2) Given the reactants [OH-].[Na+].BrBr.Br[O-].[C:7]([C@H:10]1[C@@H:14]2[C@@H:15]3[C@@:28]([CH3:31])([CH2:29][CH2:30][C@@:13]2([NH:46][CH2:47][CH2:48][N:49]2[CH2:54][CH2:53][S:52](=[O:56])(=[O:55])[CH2:51][CH2:50]2)[CH2:12][CH2:11]1)[C@@:27]1([CH3:32])[C@@H:18]([C@:19]2([CH3:45])[C@@H:24]([CH2:25][CH2:26]1)[C:23]([CH3:34])([CH3:33])[C:22]([C:35]1[CH:44]=[CH:43][C:38]([C:39]([O:41]C)=[O:40])=[CH:37][CH:36]=1)=[CH:21][CH2:20]2)[CH2:17][CH2:16]3)(=[O:9])[CH3:8].[S:57]([O-:60])([O-:59])=[O:58].[Na+].[Na+], predict the reaction product. The product is: [O:56]=[S:52]1(=[O:55])[CH2:53][CH2:54][N:49]([CH2:48][CH2:47][NH:46][C@:13]23[CH2:12][CH2:11][C@@H:10]([C:7](=[O:9])[CH2:8][O:58][S:57]([OH:60])=[O:59])[C@@H:14]2[C@@H:15]2[C@@:28]([CH3:31])([CH2:29][CH2:30]3)[C@@:27]3([CH3:32])[C@@H:18]([C@:19]4([CH3:45])[C@@H:24]([CH2:25][CH2:26]3)[C:23]([CH3:34])([CH3:33])[C:22]([C:35]3[CH:44]=[CH:43][C:38]([C:39]([OH:41])=[O:40])=[CH:37][CH:36]=3)=[CH:21][CH2:20]4)[CH2:17][CH2:16]2)[CH2:50][CH2:51]1. (3) Given the reactants [C:1]1(=[O:14])[C:6]2=[N:7][C:8]3[CH2:13][CH2:12][CH2:11][CH2:10][C:9]=3[N:5]2[CH2:4][CH2:3][NH:2]1.[C:15]([O:18][CH2:19][C:20]1[C:25]([Br:26])=[CH:24][CH:23]=[CH:22][C:21]=1Br)(=[O:17])[CH3:16].C(=O)([O-])[O-].[Cs+].[Cs+].CNCCNC.C(Cl)(=O)C.C(N(CC)CC)C, predict the reaction product. The product is: [C:15]([O:18][CH2:19][C:20]1[C:21]([N:2]2[CH2:3][CH2:4][N:5]3[C:6](=[N:7][C:8]4[CH2:13][CH2:12][CH2:11][CH2:10][C:9]=43)[C:1]2=[O:14])=[CH:22][CH:23]=[CH:24][C:25]=1[Br:26])(=[O:17])[CH3:16]. (4) Given the reactants Cl.[NH2:2][C:3]1[N:7]=[CH:6][NH:5][N:4]=1.[C:8]1([CH2:14][CH2:15][C:16](O)=[O:17])[CH:13]=[CH:12][CH:11]=[CH:10][CH:9]=1.ON1C2C=CC=CC=2N=N1.CN(C)CCCN=C=NCC.C(N(CC)CC)C, predict the reaction product. The product is: [C:8]1([CH2:14][CH2:15][C:16]([NH:2][C:3]2[N:7]=[CH:6][NH:5][N:4]=2)=[O:17])[CH:13]=[CH:12][CH:11]=[CH:10][CH:9]=1. (5) Given the reactants [NH:1]1[CH2:6][CH2:5][S:4][CH2:3][CH2:2]1.C(N(CC)CC)C.Cl[C:15]([O:17][C:18]1[CH:23]=[CH:22][C:21]([N+:24]([O-:26])=[O:25])=[CH:20][CH:19]=1)=[O:16].O, predict the reaction product. The product is: [N:1]1([C:15]([O:17][C:18]2[CH:19]=[CH:20][C:21]([N+:24]([O-:26])=[O:25])=[CH:22][CH:23]=2)=[O:16])[CH2:6][CH2:5][S:4][CH2:3][CH2:2]1. (6) Given the reactants [CH3:1][C:2]1([CH3:12])[C:11]2[C:6](=[CH:7][CH:8]=[CH:9][CH:10]=2)[NH:5][CH2:4][CH2:3]1.[N+:13]([O-])([O-:15])=[O:14].[K+].C([O-])([O-])=O.[Na+].[Na+], predict the reaction product. The product is: [CH3:1][C:2]1([CH3:12])[C:11]2[C:6](=[CH:7][C:8]([N+:13]([O-:15])=[O:14])=[CH:9][CH:10]=2)[NH:5][CH2:4][CH2:3]1. (7) Given the reactants C(OC(=O)[NH:10][C@H:11]([C:14]1[CH:19]=[CH:18][C:17]([O:20][CH3:21])=[CH:16][CH:15]=1)[CH2:12][OH:13])C1C=CC=CC=1, predict the reaction product. The product is: [NH2:10][C@H:11]([C:14]1[CH:19]=[CH:18][C:17]([O:20][CH3:21])=[CH:16][CH:15]=1)[CH2:12][OH:13]. (8) Given the reactants [Cl:1][C:2]1[CH:3]=[C:4]([CH:9]2[O:15][CH2:14][CH2:13][N:12]([C:16]([O:18][C:19]([CH3:22])([CH3:21])[CH3:20])=[O:17])[CH2:11][CH:10]2[CH2:23][OH:24])[CH:5]=[CH:6][C:7]=1[Cl:8].C(N(CC)CC)C.[CH3:32][S:33](Cl)(=[O:35])=[O:34], predict the reaction product. The product is: [Cl:1][C:2]1[CH:3]=[C:4]([CH:9]2[O:15][CH2:14][CH2:13][N:12]([C:16]([O:18][C:19]([CH3:20])([CH3:21])[CH3:22])=[O:17])[CH2:11][CH:10]2[CH2:23][O:24][S:33]([CH3:32])(=[O:35])=[O:34])[CH:5]=[CH:6][C:7]=1[Cl:8]. (9) Given the reactants [CH3:1][C:2]1[C:12](=[O:13])[C:11]2[CH:10]=[CH:9][CH:8]=[CH:7][C:6]=2[C:4](=[O:5])[CH:3]=1.[C:14]([O:18][C:19]([NH:21][C:22]1[CH:27]=[CH:26][C:25]([CH2:28]C(O)=O)=[CH:24][CH:23]=1)=[O:20])([CH3:17])([CH3:16])[CH3:15], predict the reaction product. The product is: [C:14]([O:18][C:19](=[O:20])[NH:21][C:22]1[CH:23]=[CH:24][C:25]([CH2:28][C:3]2[C:4](=[O:5])[CH:6]3[CH:11]([C:12](=[O:13])[C:2]=2[CH3:1])[CH:10]=[CH:9][CH:8]=[CH:7]3)=[CH:26][CH:27]=1)([CH3:17])([CH3:16])[CH3:15].